From a dataset of Reaction yield outcomes from USPTO patents with 853,638 reactions. Predict the reaction yield, written as a fraction of the theoretical maximum amount of product (1.0 means a 100% yield; for example, 0.34 means a 34% yield). (1) The reactants are [CH3:1][O:2][C:3]1[C:12]2[C:7](=[CH:8][CH:9]=[CH:10][CH:11]=2)[C:6]([CH:13]=[CH2:14])=[CH:5][CH:4]=1.[CH3:15][O:16][C:17]([C:19]#[C:20][C:21]([O:23][CH3:24])=[O:22])=[O:18].CCCCCC.CCOC(C)=O. The catalyst is [N+](C1C=CC=CC=1)([O-])=O. The product is [CH3:15][O:16][C:17]([C:19]1[C:20]([C:21]([O:23][CH3:24])=[O:22])=[CH:14][CH:13]=[C:6]2[C:5]=1[CH:4]=[C:3]([O:2][CH3:1])[C:12]1[C:7]2=[CH:8][CH:9]=[CH:10][CH:11]=1)=[O:18]. The yield is 0.612. (2) The reactants are [OH:1][C@H:2]1[CH2:6][N:5]([C:7]([O:9][C:10]([CH3:13])([CH3:12])[CH3:11])=[O:8])[C@H:4]([CH2:14][OH:15])[CH2:3]1.CCN(CC)CC.[CH3:23][C:24]([Si:27](Cl)([CH3:29])[CH3:28])([CH3:26])[CH3:25]. The catalyst is ClCCl.CN(C1C=CN=CC=1)C. The product is [Si:27]([O:15][CH2:14][C@@H:4]1[CH2:3][C@@H:2]([OH:1])[CH2:6][N:5]1[C:7]([O:9][C:10]([CH3:11])([CH3:12])[CH3:13])=[O:8])([C:24]([CH3:26])([CH3:25])[CH3:23])([CH3:29])[CH3:28]. The yield is 0.950. (3) The reactants are [Cl:1][C:2]1[N:7]=[C:6](Cl)[CH:5]=[CH:4][N:3]=1.[NH2:9][C:10]1[CH:14]=[C:13]([CH3:15])[NH:12][N:11]=1.C(N(C(C)C)C(C)C)C. The catalyst is C(O)C. The product is [Cl:1][C:2]1[N:7]=[C:6]([NH:9][C:10]2[CH:14]=[C:13]([CH3:15])[NH:12][N:11]=2)[CH:5]=[CH:4][N:3]=1. The yield is 0.190. (4) The reactants are [C:1]1([CH3:17])[CH:6]=[CH:5][C:4]([C:7]2[S:8][C:9]3[CH:15]=[CH:14][C:13]([NH2:16])=[CH:12][C:10]=3[N:11]=2)=[CH:3][CH:2]=1.[C:18](Cl)(=[O:22])[CH2:19][CH2:20][CH3:21].C(OCC)(=O)C. The catalyst is N1C=CC=CC=1. The product is [C:1]1([CH3:17])[CH:2]=[CH:3][C:4]([C:7]2[S:8][C:9]3[CH:15]=[CH:14][C:13]([NH:16][C:18](=[O:22])[CH2:19][CH2:20][CH3:21])=[CH:12][C:10]=3[N:11]=2)=[CH:5][CH:6]=1. The yield is 0.180. (5) The reactants are [Br:1][C:2]1[CH:3]=[C:4]2[CH:11]=[CH:10][NH:9][C:5]2=[C:6]([Cl:8])[N:7]=1.[H-].[Na+].I[CH3:15]. The catalyst is O1CCCC1. The product is [Br:1][C:2]1[CH:3]=[C:4]2[CH:11]=[CH:10][N:9]([CH3:15])[C:5]2=[C:6]([Cl:8])[N:7]=1. The yield is 0.820.